This data is from Full USPTO retrosynthesis dataset with 1.9M reactions from patents (1976-2016). The task is: Predict the reactants needed to synthesize the given product. (1) Given the product [Br:1][C:2]1[N:6]=[C:5]([Br:7])[N:4]([CH2:8][C:9]([CH3:11])([OH:14])[CH3:10])[N:3]=1, predict the reactants needed to synthesize it. The reactants are: [Br:1][C:2]1[N:6]=[C:5]([Br:7])[N:4]([CH2:8][C:9]([CH3:11])=[CH2:10])[N:3]=1.[BH4-].[Na+].[OH2:14]. (2) The reactants are: [F:1][C:2]([F:7])([F:6])[C:3]([OH:5])=[O:4].[CH2:8]([S:10]([N:13]1[CH2:18][CH2:17][CH:16]([C:19]2[C:27]3[C:22](=[C:23]([C:38]([NH2:40])=[O:39])[CH:24]=[C:25]([C:28]4[CH:33]=[C:32]([CH2:34][NH:35][CH3:36])[CH:31]=[C:30]([F:37])[CH:29]=4)[CH:26]=3)[NH:21][CH:20]=2)[CH2:15][CH2:14]1)(=[O:12])=[O:11])[CH3:9].[CH2:41]1COCC1.CN. Given the product [F:1][C:2]([F:7])([F:6])[C:3]([OH:5])=[O:4].[CH3:36][N:35]([CH2:34][C:32]1[CH:33]=[C:28]([C:25]2[CH:26]=[C:27]3[C:22](=[C:23]([C:38]([NH2:40])=[O:39])[CH:24]=2)[NH:21][CH:20]=[C:19]3[CH:16]2[CH2:17][CH2:18][N:13]([S:10]([CH2:8][CH3:9])(=[O:11])=[O:12])[CH2:14][CH2:15]2)[CH:29]=[C:30]([F:37])[CH:31]=1)[CH3:41], predict the reactants needed to synthesize it. (3) Given the product [CH3:36][O:37][C:38](=[O:41])[CH2:39][NH:40][C:4](=[O:6])[C:3]1[CH:7]=[C:8]([Cl:34])[C:9]([O:11][C:12]2[C:17]([C:18]([N:20]3[C:29]4[C:24](=[CH:25][CH:26]=[CH:27][CH:28]=4)[N:23]([CH:30]4[CH2:32][CH2:31]4)[CH2:22][CH2:21]3)=[O:19])=[CH:16][N:15]=[C:14]([CH3:33])[CH:13]=2)=[CH:10][C:2]=1[Cl:1], predict the reactants needed to synthesize it. The reactants are: [Cl:1][C:2]1[CH:10]=[C:9]([O:11][C:12]2[C:17]([C:18]([N:20]3[C:29]4[C:24](=[CH:25][CH:26]=[CH:27][CH:28]=4)[N:23]([CH:30]4[CH2:32][CH2:31]4)[CH2:22][CH2:21]3)=[O:19])=[CH:16][N:15]=[C:14]([CH3:33])[CH:13]=2)[C:8]([Cl:34])=[CH:7][C:3]=1[C:4]([OH:6])=O.Cl.[CH3:36][O:37][C:38](=[O:41])[CH2:39][NH2:40]. (4) Given the product [C:1]([N:5]1[C:9](=[O:10])[C:8]([NH:35][CH:32]2[CH2:33][CH2:34][N:29]([C:26]3[CH:27]=[N:28][C:23]([Cl:22])=[CH:24][CH:25]=3)[CH2:30][CH2:31]2)=[C:7]([C:12]2[CH:17]=[CH:16][CH:15]=[CH:14][CH:13]=2)[S:6]1(=[O:19])=[O:18])([CH3:4])([CH3:3])[CH3:2], predict the reactants needed to synthesize it. The reactants are: [C:1]([N:5]1[C:9](=[O:10])[C:8](Cl)=[C:7]([C:12]2[CH:17]=[CH:16][CH:15]=[CH:14][CH:13]=2)[S:6]1(=[O:19])=[O:18])([CH3:4])([CH3:3])[CH3:2].Cl.Cl.[Cl:22][C:23]1[N:28]=[CH:27][C:26]([N:29]2[CH2:34][CH2:33][CH:32]([NH2:35])[CH2:31][CH2:30]2)=[CH:25][CH:24]=1. (5) Given the product [CH3:1][O:2][C:3]1[CH:34]=[CH:33][C:6]([CH2:7][N:8]2[C:16]3[CH:15]=[CH:14][CH:13]=[C:12]([C:17]([O-:19])=[O:18])[C:11]=3[C:10]([CH2:21][CH2:22][NH:23][CH2:24][C:25]34[CH2:26][CH2:27][N:28]([CH2:29][CH2:30]3)[CH2:31][CH2:32]4)=[CH:9]2)=[CH:5][CH:4]=1.[Li+:37], predict the reactants needed to synthesize it. The reactants are: [CH3:1][O:2][C:3]1[CH:34]=[CH:33][C:6]([CH2:7][N:8]2[C:16]3[CH:15]=[CH:14][CH:13]=[C:12]([C:17]([O:19]C)=[O:18])[C:11]=3[C:10]([CH2:21][CH2:22][NH:23][CH2:24][C:25]34[CH2:32][CH2:31][N:28]([CH2:29][CH2:30]3)[CH2:27][CH2:26]4)=[CH:9]2)=[CH:5][CH:4]=1.O.[OH-].[Li+:37]. (6) Given the product [C:4]([O:6][CH:7]([CH3:9])[CH3:8])(=[O:5])/[CH:3]=[CH:2]/[C:1]([O:11][CH:12]([CH3:14])[CH3:13])=[O:10].[C:15]([O:25][CH3:26])(=[O:24])[CH:16]=[CH:17][C:18]1[CH:19]=[CH:20][CH:21]=[CH:22][CH:23]=1.[C:27]([O-:31])(=[O:30])[CH:28]=[CH2:29], predict the reactants needed to synthesize it. The reactants are: [C:1]([O:11][CH:12]([CH3:14])[CH3:13])(=[O:10])/[CH:2]=[CH:3]/[C:4]([O:6][CH:7]([CH3:9])[CH3:8])=[O:5].[C:15]([O:25][CH3:26])(=[O:24])[CH:16]=[CH:17][C:18]1[CH:23]=[CH:22][CH:21]=[CH:20][CH:19]=1.[C:27]([O:31]CCCC[O:31][C:27](=[O:30])[CH:28]=[CH2:29])(=[O:30])[CH:28]=[CH2:29].C(OOOC(C)(C)C)(=O)C(C)(C)C. (7) Given the product [O:77]=[C:74]1[NH:75][NH:76][C:72]([C:69]2[CH:70]=[CH:71][C:66]([NH:65][C:28]([CH:9]3[CH:8]([C:4]4[CH:5]=[CH:6][CH:7]=[C:2]([Cl:1])[C:3]=4[F:31])[C:12]([C:15]4[CH:20]=[CH:19][C:18]([Cl:21])=[CH:17][C:16]=4[F:22])([C:13]#[N:14])[CH:11]([CH2:23][C:24]([CH3:26])([CH3:27])[CH3:25])[NH:10]3)=[O:30])=[CH:67][CH:68]=2)=[N:73]1, predict the reactants needed to synthesize it. The reactants are: [Cl:1][C:2]1[C:3]([F:31])=[C:4]([CH:8]2[C:12]([C:15]3[CH:20]=[CH:19][C:18]([Cl:21])=[CH:17][C:16]=3[F:22])([C:13]#[N:14])[CH:11]([CH2:23][C:24]([CH3:27])([CH3:26])[CH3:25])[NH:10][CH:9]2[C:28]([OH:30])=O)[CH:5]=[CH:6][CH:7]=1.CN(C(ON1N=NC2C=CC=NC1=2)=[N+](C)C)C.F[P-](F)(F)(F)(F)F.CCN(C(C)C)C(C)C.[NH2:65][C:66]1[CH:71]=[CH:70][C:69]([C:72]2[NH:76][NH:75][C:74](=[O:77])[N:73]=2)=[CH:68][CH:67]=1. (8) Given the product [CH2:13]([O:15][C:16]([C:18]1[C:19]([O:36][CH3:37])=[C:20]2[N:25]([CH:26]=1)[N:24]=[CH:23][N:22]=[C:21]2[CH:5]1[C:6]2[C:11](=[CH:10][CH:9]=[CH:8][CH:7]=2)[NH:3][C:4]1=[O:12])=[O:17])[CH3:14], predict the reactants needed to synthesize it. The reactants are: [H-].[Na+].[NH:3]1[C:11]2[C:6](=[CH:7][CH:8]=[CH:9][CH:10]=2)[CH2:5][C:4]1=[O:12].[CH2:13]([O:15][C:16]([C:18]1[C:19]([O:36][CH3:37])=[C:20]2[N:25]([CH:26]=1)[N:24]=[CH:23][N:22]=[C:21]2NC1C=CC(C)=C(O)C=1)=[O:17])[CH3:14]. (9) Given the product [C:1]1([S:7]([N:10]2[C:18]3[C:13](=[C:14]([NH:19][C:27](=[O:28])[CH2:26][Br:25])[CH:15]=[CH:16][CH:17]=3)[CH:12]=[CH:11]2)(=[O:8])=[O:9])[CH:2]=[CH:3][CH:4]=[CH:5][CH:6]=1, predict the reactants needed to synthesize it. The reactants are: [C:1]1([S:7]([N:10]2[C:18]3[C:13](=[C:14]([NH2:19])[CH:15]=[CH:16][CH:17]=3)[CH:12]=[CH:11]2)(=[O:9])=[O:8])[CH:6]=[CH:5][CH:4]=[CH:3][CH:2]=1.C([O-])(O)=O.[Na+].[Br:25][CH2:26][C:27](Br)=[O:28]. (10) Given the product [Cl:17][C:12]1[C:13]([O:15][CH3:16])=[CH:14][C:9]2[O:8][CH:7]([C:18]([N:20]3[CH2:25][CH2:24][C:23]([C:34]#[N:35])([CH2:26][C:27]4[CH:28]=[CH:29][C:30]([F:33])=[CH:31][CH:32]=4)[CH2:22][CH2:21]3)=[O:19])[CH2:6][N:5]([CH2:4][C:3]([NH2:37])=[O:36])[C:10]=2[CH:11]=1, predict the reactants needed to synthesize it. The reactants are: CO[C:3](=[O:36])[CH2:4][N:5]1[C:10]2[CH:11]=[C:12]([Cl:17])[C:13]([O:15][CH3:16])=[CH:14][C:9]=2[O:8][CH:7]([C:18]([N:20]2[CH2:25][CH2:24][C:23]([C:34]#[N:35])([CH2:26][C:27]3[CH:32]=[CH:31][C:30]([F:33])=[CH:29][CH:28]=3)[CH2:22][CH2:21]2)=[O:19])[CH2:6]1.[NH3:37].